This data is from Experimentally validated miRNA-target interactions with 360,000+ pairs, plus equal number of negative samples. The task is: Binary Classification. Given a miRNA mature sequence and a target amino acid sequence, predict their likelihood of interaction. (1) The miRNA is mmu-miR-124-3p with sequence UAAGGCACGCGGUGAAUGCC. The protein sequence of the target gene is MGTEKKEGLPKEETSEDSKPHGQTVEKLAQEVCHGHEFGEASEEDMSEGHLRESSKEIIEKRYPQERHFASGLLIFKKSSSGEKTSENPRGFNPNPSVLCHGGAERASACAASGHNCLGSIELTKAQGPPVGEKPHTCKECGKAFNQNSHLIQHMRVHSGEKPFECKECGKTFGTNSSLRRHQRIHAGEKPFACTECGKAFIQSSHLIHHHRIHTGERPYKCEECGKAFSQNSALILHQRIHTGEKPYECNECGKTFRVSSQLIQHQRIHTEERYHECSECGKAFKHSSGLIRHQKIHTG.... Result: 1 (interaction). (2) The miRNA is hsa-miR-3610 with sequence GAAUCGGAAAGGAGGCGCCG. The protein sequence of the target gene is MLRPQGLLWLPLLFTSVCVMLNSNVLLWITALAIKFTLIDSQAQYPVVNTNYGKIQGLRTPLPSEILGPVEQYLGVPYASPPTGERRFQPPESPSSWTGIRNATQFSAVCPQHLDERFLLHDMLPIWFTTSLDTLMTYVQDQNEDCLYLNIYVPMEDDIHEQNSKKPVMVYIHGGSYMEGTGNMIDGSILASYGNVIVITINYRLGILGFLSTGDQAAKGNYGLLDQIQALRWIEENVGAFGGDPKRVTIFGSGAGASCVSLLTLSHYSEGLFQKAIIQSGTALSSWAVNYQPAKYTRIL.... Result: 0 (no interaction).